This data is from Forward reaction prediction with 1.9M reactions from USPTO patents (1976-2016). The task is: Predict the product of the given reaction. (1) Given the reactants C[O:2][C:3]1[CH:11]=[C:10]2[C:6]([CH:7]=[CH:8][NH:9]2)=[CH:5][CH:4]=1.B(Br)(Br)Br, predict the reaction product. The product is: [OH:2][C:3]1[CH:11]=[C:10]2[C:6]([CH:7]=[CH:8][NH:9]2)=[CH:5][CH:4]=1. (2) Given the reactants Cl.[Cl:2][C:3]1[CH:11]=[CH:10][CH:9]=[C:8]2[C:4]=1[CH2:5][N:6]([C:12]([O:14][C@@H:15]1[CH2:19][C@@H:18]([C:20](=[O:36])[NH:21][C@:22]3([C:27](=[O:35])[NH:28][S:29]([CH:32]4[CH2:34][CH2:33]4)(=[O:31])=[O:30])[CH2:24][C@H:23]3[CH:25]=[CH2:26])[NH:17][CH2:16]1)=[O:13])[CH2:7]2.[C:37]([O:41][C:42]([C@@H:44]([CH:48]1[CH2:53][CH2:52][CH2:51][CH2:50][CH2:49]1)[C:45](O)=[O:46])=[O:43])([CH3:40])([CH3:39])[CH3:38].CN(C(ON1N=NC2C=CC=NC1=2)=[N+](C)C)C.F[P-](F)(F)(F)(F)F.CCN(C(C)C)C(C)C.Cl, predict the reaction product. The product is: [CH:32]1([S:29]([NH:28][C:27]([C@@:22]2([NH:21][C:20]([C@H:18]3[N:17]([C:45](=[O:46])[C@@H:44]([C:42]([O:41][C:37]([CH3:39])([CH3:38])[CH3:40])=[O:43])[CH:48]4[CH2:53][CH2:52][CH2:51][CH2:50][CH2:49]4)[CH2:16][C@H:15]([O:14][C:12]([N:6]4[CH2:5][C:4]5[C:8](=[CH:9][CH:10]=[CH:11][C:3]=5[Cl:2])[CH2:7]4)=[O:13])[CH2:19]3)=[O:36])[CH2:24][C@H:23]2[CH:25]=[CH2:26])=[O:35])(=[O:31])=[O:30])[CH2:33][CH2:34]1. (3) Given the reactants [C:1]([O:5][C:6](=[O:31])[NH:7][C:8]1([C:12]2[CH:17]=[CH:16][C:15]([C:18](=O)[C:19]([C:24]3[CH:29]=[CH:28][CH:27]=[CH:26][CH:25]=3)=[CH:20]N(C)C)=[CH:14][CH:13]=2)[CH2:11][CH2:10][CH2:9]1)([CH3:4])([CH3:3])[CH3:2].[NH2:32][C:33]1[NH:34][CH:35]=[CH:36][N:37]=1.CC(O)=O.CCO, predict the reaction product. The product is: [C:1]([O:5][C:6](=[O:31])[NH:7][C:8]1([C:12]2[CH:13]=[CH:14][C:15]([C:18]3[C:19]([C:24]4[CH:29]=[CH:28][CH:27]=[CH:26][CH:25]=4)=[CH:20][N:34]4[CH:35]=[CH:36][N:37]=[C:33]4[N:32]=3)=[CH:16][CH:17]=2)[CH2:9][CH2:10][CH2:11]1)([CH3:4])([CH3:2])[CH3:3]. (4) Given the reactants [Br:1][C:2]1[CH:11]=[C:10]2[C:5]([CH:6]([C:12]3[CH:13]=[N:14][CH:15]=[CH:16][CH:17]=3)[CH2:7][NH:8][CH2:9]2)=[CH:4][CH:3]=1.[CH3:18][O:19][C:20](=[O:37])NCC(C1C=CC(Br)=CC=1)C1C=NC=CC=1.Cl, predict the reaction product. The product is: [CH3:18][O:19][C:20]([N:8]1[CH2:7][CH:6]([C:12]2[CH:13]=[N:14][CH:15]=[CH:16][CH:17]=2)[C:5]2[C:10](=[CH:11][C:2]([Br:1])=[CH:3][CH:4]=2)[CH2:9]1)=[O:37]. (5) Given the reactants [Cl:1][C:2]1[CH:3]=[C:4]([C:11](=[O:33])/[CH:12]=[CH:13]/[C:14]([N:16]2[CH2:21][CH2:20][CH:19]([N:22]3[CH2:31][C:30]4[C:25](=[CH:26][CH:27]=[CH:28][CH:29]=4)[NH:24][C:23]3=[O:32])[CH2:18][CH2:17]2)=[O:15])[CH:5]=[CH:6][C:7]=1[N:8]([CH3:10])[CH3:9].C.[H][H], predict the reaction product. The product is: [Cl:1][C:2]1[CH:3]=[C:4]([C:11](=[O:33])[CH2:12][CH2:13][C:14]([N:16]2[CH2:21][CH2:20][CH:19]([N:22]3[CH2:31][C:30]4[C:25](=[CH:26][CH:27]=[CH:28][CH:29]=4)[NH:24][C:23]3=[O:32])[CH2:18][CH2:17]2)=[O:15])[CH:5]=[CH:6][C:7]=1[N:8]([CH3:10])[CH3:9].